Dataset: Reaction yield outcomes from USPTO patents with 853,638 reactions. Task: Predict the reaction yield, written as a fraction of the theoretical maximum amount of product (1.0 means a 100% yield; for example, 0.34 means a 34% yield). The reactants are [CH3:1][C:2]1[CH:11]=[CH:10][C:9]2[C:4](=[C:5]([NH:12][C:13](=[O:15])[CH3:14])[CH:6]=[CH:7][CH:8]=2)[N:3]=1.[OH-].[Na+]. No catalyst specified. The product is [CH3:1][C:2]1[CH:11]=[CH:10][C:9]2[CH2:8][CH2:7][CH2:6][CH:5]([NH:12][C:13](=[O:15])[CH3:14])[C:4]=2[N:3]=1. The yield is 0.570.